This data is from Peptide-MHC class I binding affinity with 185,985 pairs from IEDB/IMGT. The task is: Regression. Given a peptide amino acid sequence and an MHC pseudo amino acid sequence, predict their binding affinity value. This is MHC class I binding data. (1) The peptide sequence is SGLSEEEVRR. The MHC is Mamu-B8301 with pseudo-sequence Mamu-B8301. The binding affinity (normalized) is 0.312. (2) The peptide sequence is IQFMMSRRR. The MHC is HLA-A03:01 with pseudo-sequence HLA-A03:01. The binding affinity (normalized) is 0.458. (3) The peptide sequence is YLISIFLHL. The MHC is HLA-A02:03 with pseudo-sequence HLA-A02:03. The binding affinity (normalized) is 0.843. (4) The peptide sequence is KQRKPGGPW. The MHC is HLA-A02:01 with pseudo-sequence HLA-A02:01. The binding affinity (normalized) is 0.213. (5) The peptide sequence is ADASTPESANL. The MHC is Mamu-A11 with pseudo-sequence Mamu-A11. The binding affinity (normalized) is 0.0858. (6) The peptide sequence is KWKLQKIEL. The MHC is HLA-B27:05 with pseudo-sequence HLA-B27:05. The binding affinity (normalized) is 0.